Dataset: Full USPTO retrosynthesis dataset with 1.9M reactions from patents (1976-2016). Task: Predict the reactants needed to synthesize the given product. (1) Given the product [NH2:11][C@H:12]1[CH2:16][CH2:15][N:14]([C@H:17]2[CH2:22][CH2:21][C@@H:20]([N:23]([C:25]([CH3:28])([CH3:27])[CH3:26])[CH3:24])[CH2:19][C@H:18]2[C:29]([O:31][CH3:32])=[O:30])[C:13]1=[O:33], predict the reactants needed to synthesize it. The reactants are: C(OC([NH:11][C@H:12]1[CH2:16][CH2:15][N:14]([C@H:17]2[CH2:22][CH2:21][C@@H:20]([N:23]([C:25]([CH3:28])([CH3:27])[CH3:26])[CH3:24])[CH2:19][C@H:18]2[C:29]([O:31][CH3:32])=[O:30])[C:13]1=[O:33])=O)C1C=CC=CC=1. (2) Given the product [NH2:1][C:2]1[CH:11]=[CH:10][CH:9]=[C:8]2[C:3]=1[CH2:4][CH:5]([OH:13])[CH2:6][NH:7]2, predict the reactants needed to synthesize it. The reactants are: [NH2:1][C:2]1[CH:11]=[CH:10][CH:9]=[C:8]2[C:3]=1[CH2:4][CH:5]([OH:13])[C:6](=O)[NH:7]2.[H-].[H-].[H-].[H-].[Li+].[Al+3].C(OCC)(=O)C.O. (3) Given the product [CH2:2]([O:9][C:10]1[CH:11]=[C:12]([CH2:13][NH2:14])[CH:15]=[CH:16][C:17]=1[C:18]1[CH:23]=[CH:22][CH:21]=[CH:20][CH:19]=1)[C:3]1[CH:4]=[CH:5][CH:6]=[CH:7][CH:8]=1, predict the reactants needed to synthesize it. The reactants are: [Li].[CH2:2]([O:9][C:10]1[CH:11]=[C:12]([CH:15]=[CH:16][C:17]=1[C:18]1[CH:23]=[CH:22][CH:21]=[CH:20][CH:19]=1)[C:13]#[N:14])[C:3]1[CH:8]=[CH:7][CH:6]=[CH:5][CH:4]=1.